Predict which catalyst facilitates the given reaction. From a dataset of Catalyst prediction with 721,799 reactions and 888 catalyst types from USPTO. (1) Reactant: [N+:1]([C:4]1[CH:8]=[CH:7][NH:6][N:5]=1)([O-:3])=[O:2].[H-].[Na+].[C:11]([O:15][C:16](=[O:20])[CH2:17][CH2:18]Br)([CH3:14])([CH3:13])[CH3:12]. Product: [C:11]([O:15][C:16](=[O:20])[CH:17]([N:6]1[CH:7]=[CH:8][C:4]([N+:1]([O-:3])=[O:2])=[N:5]1)[CH3:18])([CH3:14])([CH3:13])[CH3:12]. The catalyst class is: 9. (2) Reactant: [C:1]([C:3]1[CH:8]=[CH:7][C:6]([CH2:9][CH2:10][CH2:11][CH2:12][CH2:13][CH2:14][CH2:15][CH3:16])=[CH:5][CH:4]=1)#[CH:2].C1CCCCC1.[CH3:23][C:24]1([CH3:31])[O:29][CH2:28][C:27](=[O:30])[CH2:26][O:25]1. The catalyst class is: 116. Product: [CH3:23][C:24]1([CH3:31])[O:29][CH2:28][C:27]([C:2]#[C:1][C:3]2[CH:8]=[CH:7][C:6]([CH2:9][CH2:10][CH2:11][CH2:12][CH2:13][CH2:14][CH2:15][CH3:16])=[CH:5][CH:4]=2)([OH:30])[CH2:26][O:25]1.